This data is from Reaction yield outcomes from USPTO patents with 853,638 reactions. The task is: Predict the reaction yield, written as a fraction of the theoretical maximum amount of product (1.0 means a 100% yield; for example, 0.34 means a 34% yield). (1) The reactants are [OH:1][C:2]1[C:3](=[O:15])[CH:4]=[C:5]([CH2:8][N:9]2[CH2:14][CH2:13][O:12][CH2:11][CH2:10]2)[O:6][CH:7]=1.C([O-])([O-])=O.[Cs+].[Cs+].Br[CH2:23][C:24]1[CH:45]=[CH:44][C:27]([CH2:28][S:29][C:30]2[C:39]3[C:34](=[CH:35][C:36]([C:40]([F:43])([F:42])[F:41])=[CH:37][CH:38]=3)[N:33]=[CH:32][CH:31]=2)=[CH:26][CH:25]=1.O. The product is [F:43][C:40]([F:41])([F:42])[C:36]1[CH:35]=[C:34]2[C:39]([C:30]([S:29][CH2:28][C:27]3[CH:44]=[CH:45][C:24]([CH2:23][O:1][C:2]4[C:3](=[O:15])[CH:4]=[C:5]([CH2:8][N:9]5[CH2:14][CH2:13][O:12][CH2:11][CH2:10]5)[O:6][CH:7]=4)=[CH:25][CH:26]=3)=[CH:31][CH:32]=[N:33]2)=[CH:38][CH:37]=1. The catalyst is CN(C=O)C. The yield is 0.460. (2) The reactants are [CH2:1]([C:5]1[C:6](=[CH:32][CH:33]=O)[CH2:7][C:8]([CH3:31])([CH3:30])[CH2:9][C:10]=1[CH:11]=[CH:12][C:13]1[CH:18]=[CH:17][C:16]([N:19]([CH2:24][CH2:25][CH2:26][CH3:27])[CH2:20][CH2:21][CH2:22][CH3:23])=[CH:15][C:14]=1[O:28][CH3:29])[CH2:2][CH2:3][CH3:4].[C:35]([C:37]1[C:38](=[C:53]([C:56]#[N:57])[C:54]#[N:55])[O:39][C:40]([C:47]2[CH:52]=[CH:51][CH:50]=[CH:49][CH:48]=2)([C:43]([F:46])([F:45])[F:44])[C:41]=1[CH3:42])#[N:36]. No catalyst specified. The product is [CH2:1]([C:5]1[C:6](=[CH:32][CH:33]=[CH:42][C:41]2[C:40]([C:47]3[CH:52]=[CH:51][CH:50]=[CH:49][CH:48]=3)([C:43]([F:46])([F:44])[F:45])[O:39][C:38](=[C:53]([C:56]#[N:57])[C:54]#[N:55])[C:37]=2[C:35]#[N:36])[CH2:7][C:8]([CH3:30])([CH3:31])[CH2:9][C:10]=1[CH:11]=[CH:12][C:13]1[CH:18]=[CH:17][C:16]([N:19]([CH2:24][CH2:25][CH2:26][CH3:27])[CH2:20][CH2:21][CH2:22][CH3:23])=[CH:15][C:14]=1[O:28][CH3:29])[CH2:2][CH2:3][CH3:4]. The yield is 0.689. (3) The reactants are [CH3:1][O:2][C:3]1[CH:8]=[CH:7][CH:6]=[C:5]([O:9][CH3:10])[C:4]=1[C:11]1[CH:12]=[C:13]2[C:18](=[CH:19][CH:20]=1)[CH:17]=[C:16]([OH:21])[CH:15]=[CH:14]2.[F:22][C:23]([F:36])([F:35])[S:24](O[S:24]([C:23]([F:36])([F:35])[F:22])(=[O:26])=[O:25])(=[O:26])=[O:25]. No catalyst specified. The product is [F:22][C:23]([F:36])([F:35])[S:24]([O:21][C:16]1[CH:15]=[CH:14][C:13]2[C:18](=[CH:19][CH:20]=[C:11]([C:4]3[C:5]([O:9][CH3:10])=[CH:6][CH:7]=[CH:8][C:3]=3[O:2][CH3:1])[CH:12]=2)[CH:17]=1)(=[O:26])=[O:25]. The yield is 0.800. (4) The reactants are [C:1]([C:3]1[C:11]2[C:6](=[CH:7][C:8]([O:12][CH3:13])=[CH:9][CH:10]=2)[N:5]([CH2:14][CH3:15])[C:4]=1[C:16]1[CH:21]=[CH:20][C:19]([NH:22][S:23]([CH:26]=[CH2:27])(=[O:25])=[O:24])=[CH:18][CH:17]=1)#[N:2].[NH:28]1[CH2:33][CH2:32][O:31][CH2:30][CH2:29]1. The catalyst is CC#N. The product is [C:1]([C:3]1[C:11]2[C:6](=[CH:7][C:8]([O:12][CH3:13])=[CH:9][CH:10]=2)[N:5]([CH2:14][CH3:15])[C:4]=1[C:16]1[CH:21]=[CH:20][C:19]([NH:22][S:23]([CH2:26][CH2:27][N:28]2[CH2:33][CH2:32][O:31][CH2:30][CH2:29]2)(=[O:24])=[O:25])=[CH:18][CH:17]=1)#[N:2]. The yield is 1.00. (5) The reactants are C(OC([NH:8][CH2:9][CH:10]1[CH2:15][CH2:14][N:13]([C:16]2[N:20]([CH3:21])[N:19]=[CH:18][C:17]=2[NH:22][C:23]([C:25]2[N:26]=[C:27](Br)[S:28][C:29]=2[NH:30]C(=O)OC(C)(C)C)=[O:24])[CH2:12][CH2:11]1)=O)CCC.[C:39]1(B(O)O)[CH2:44][CH2:43][CH2:42][CH2:41][CH:40]=1. No catalyst specified. The product is [NH2:30][C:29]1[S:28][C:27]([CH:39]2[CH2:44][CH2:43][CH2:42][CH2:41][CH2:40]2)=[N:26][C:25]=1[C:23]([NH:22][C:17]1[CH:18]=[N:19][N:20]([CH3:21])[C:16]=1[N:13]1[CH2:14][CH2:15][CH:10]([CH2:9][NH2:8])[CH2:11][CH2:12]1)=[O:24]. The yield is 0.510.